This data is from Forward reaction prediction with 1.9M reactions from USPTO patents (1976-2016). The task is: Predict the product of the given reaction. Given the reactants [NH:1]1[CH:5]=[C:4]([C:6]2[CH:7]=[N:8][CH:9]=[CH:10][CH:11]=2)[N:3]=[CH:2]1.[H-].[Na+].Br[CH2:15][C:16]#[N:17], predict the reaction product. The product is: [N:8]1[CH:9]=[CH:10][CH:11]=[C:6]([C:4]2[N:3]=[CH:2][N:1]([CH2:15][C:16]#[N:17])[CH:5]=2)[CH:7]=1.